Dataset: Full USPTO retrosynthesis dataset with 1.9M reactions from patents (1976-2016). Task: Predict the reactants needed to synthesize the given product. (1) Given the product [ClH:30].[CH3:1][N:2]([CH2:3][C:4]1[C:8]2[CH:9]=[CH:10][CH:11]=[CH:12][C:7]=2[O:6][C:5]=1[CH3:13])[C:53](=[O:54])/[CH:52]=[CH:51]/[C:48]1[CH:49]=[N:50][C:44]2[NH:43][C:42](=[O:56])[CH2:41][N:40]([CH2:39][CH2:38][CH2:37][N:31]3[CH2:32][CH2:33][O:34][CH2:35][CH2:36]3)[CH2:46][C:45]=2[CH:47]=1, predict the reactants needed to synthesize it. The reactants are: [CH3:1][NH:2][CH2:3][C:4]1[C:8]2[CH:9]=[CH:10][CH:11]=[CH:12][C:7]=2[O:6][C:5]=1[CH3:13].CNCC1C=CC2C(=CC=CC=2)C=1CCC.[ClH:30].[N:31]1([CH2:37][CH2:38][CH2:39][N:40]2[CH2:46][C:45]3[CH:47]=[C:48](/[CH:51]=[CH:52]/[C:53](O)=[O:54])[CH:49]=[N:50][C:44]=3[NH:43][C:42](=[O:56])[CH2:41]2)[CH2:36][CH2:35][O:34][CH2:33][CH2:32]1.Cl.CN1CC2C=C(/C=C/C(O)=O)C=NC=2NC(=O)C1. (2) Given the product [CH3:9][S:10]([O:6][CH2:5][CH2:4][C:3]([CH3:7])=[C:2]([F:8])[F:1])(=[O:12])=[O:11], predict the reactants needed to synthesize it. The reactants are: [F:1][C:2]([F:8])=[C:3]([CH3:7])[CH2:4][CH2:5][OH:6].[CH3:9][S:10](Cl)(=[O:12])=[O:11].C(N(CC)CC)C. (3) Given the product [CH2:9]([O:11][C:12]([N:14]1[C:23]2[C:18](=[N:19][C:20]([O:24][CH3:25])=[CH:21][CH:22]=2)[C@@H:17]([NH:26][C:27]2[N:32]=[C:31]([CH2:33][C:34]3[CH:39]=[C:38]([C:40]([F:41])([F:42])[F:43])[CH:37]=[C:36]([C:44]([F:45])([F:46])[F:47])[CH:35]=3)[C:30]([CH2:48][N:1]3[CH2:6][CH2:5][O:4][CH2:3][CH2:2]3)=[CH:29][N:28]=2)[CH2:16][C@H:15]1[CH2:50][CH3:51])=[O:13])[CH3:10], predict the reactants needed to synthesize it. The reactants are: [NH:1]1[CH2:6][CH2:5][O:4][CH2:3][CH2:2]1.[H-].[Na+].[CH2:9]([O:11][C:12]([N:14]1[C:23]2[C:18](=[N:19][C:20]([O:24][CH3:25])=[CH:21][CH:22]=2)[C@@H:17]([NH:26][C:27]2[N:32]=[C:31]([CH2:33][C:34]3[CH:39]=[C:38]([C:40]([F:43])([F:42])[F:41])[CH:37]=[C:36]([C:44]([F:47])([F:46])[F:45])[CH:35]=3)[C:30]([CH2:48]Br)=[CH:29][N:28]=2)[CH2:16][C@H:15]1[CH2:50][CH3:51])=[O:13])[CH3:10].C(=O)([O-])O.[Na+]. (4) Given the product [Cl:1][C:2]1[CH:3]=[CH:4][C:5]([C:8]2[C:9]([C:10](=[O:14])[CH:11]([CH3:12])[CH3:13])=[C:18]3[CH:19]=[CH:20][CH:21]=[CH:22][N:17]3[N:16]=2)=[CH:6][CH:7]=1, predict the reactants needed to synthesize it. The reactants are: [Cl:1][C:2]1[CH:7]=[CH:6][C:5]([C:8]#[C:9][C:10](=[O:14])[CH:11]([CH3:13])[CH3:12])=[CH:4][CH:3]=1.[I-].[NH2:16][N+:17]1[CH:22]=[CH:21][CH:20]=[CH:19][CH:18]=1.C1CCN2C(=NCCC2)CC1. (5) Given the product [Br:24][C:20]1[N:19]=[C:18]([CH2:17][N:8]2[C:9]3[C:14](=[CH:13][CH:12]=[CH:11][CH:10]=3)[C:15](=[O:16])[C:6]([C:4]([C:15]3[CH:14]=[CH:27][C:28]4[O:29][CH2:30][CH2:26][O:5][C:4]=4[CH:6]=3)=[O:5])=[CH:7]2)[CH:23]=[CH:22][CH:21]=1, predict the reactants needed to synthesize it. The reactants are: CON(C)[C:4]([C:6]1[C:15](=[O:16])[C:14]2[C:9](=[CH:10][CH:11]=[CH:12][CH:13]=2)[N:8]([CH2:17][C:18]2[CH:23]=[CH:22][CH:21]=[C:20]([Br:24])[N:19]=2)[CH:7]=1)=[O:5].[CH2:26]1[CH2:30][O:29][CH2:28][CH2:27]1. (6) Given the product [CH:30]1([N:21]2[CH2:22][C:23]([F:28])([F:29])[C:24](=[O:27])[N:25]([CH3:26])[C:19]3[CH:18]=[N:17][C:16]([NH:15][C:10]4[C:11]([O:13][CH3:14])=[CH:12][C:7]([C:6]([NH:5][CH:3]5[CH2:2][N:1]([CH:39]([CH3:41])[CH3:38])[CH2:4]5)=[O:37])=[C:8]([F:36])[CH:9]=4)=[N:35][C:20]2=3)[CH2:34][CH2:33][CH2:32][CH2:31]1, predict the reactants needed to synthesize it. The reactants are: [NH:1]1[CH2:4][CH:3]([NH:5][C:6](=[O:37])[C:7]2[CH:12]=[C:11]([O:13][CH3:14])[C:10]([NH:15][C:16]3[N:17]=[CH:18][C:19]4[N:25]([CH3:26])[C:24](=[O:27])[C:23]([F:29])([F:28])[CH2:22][N:21]([CH:30]5[CH2:34][CH2:33][CH2:32][CH2:31]5)[C:20]=4[N:35]=3)=[CH:9][C:8]=2[F:36])[CH2:2]1.[CH3:38][C:39]([CH3:41])=O.